This data is from Catalyst prediction with 721,799 reactions and 888 catalyst types from USPTO. The task is: Predict which catalyst facilitates the given reaction. (1) Reactant: [Cl:1][C:2]1[CH:3]=[C:4]2[C:9](=[CH:10][CH:11]=1)[N:8]=[C:7]([N:12]1[CH2:16][CH2:15][CH2:14][CH2:13]1)[C:6]([C:17]#[N:18])=[C:5]2[C:19]1[CH:24]=[CH:23][CH:22]=[CH:21][CH:20]=1.[N:25]([Sn](C)(C)C)=[N+:26]=[N-:27]. Product: [Cl:1][C:2]1[CH:3]=[C:4]2[C:9](=[CH:10][CH:11]=1)[N:8]=[C:7]([N:12]1[CH2:13][CH2:14][CH2:15][CH2:16]1)[C:6]([C:17]1[NH:27][N:26]=[N:25][N:18]=1)=[C:5]2[C:19]1[CH:24]=[CH:23][CH:22]=[CH:21][CH:20]=1. The catalyst class is: 113. (2) Reactant: [OH:1][CH:2]1[C:11]2[C:6](=[CH:7][CH:8]=[CH:9][N:10]=2)[N:5]=[CH:4][CH:3]1[C:12]([O:14]CC)=[O:13].Cl. Product: [OH:1][CH:2]1[C:11]2[C:6](=[CH:7][CH:8]=[CH:9][N:10]=2)[N:5]=[CH:4][CH:3]1[C:12]([OH:14])=[O:13]. The catalyst class is: 74. (3) Reactant: [H-].[Na+].[Br:3][CH:4]1[CH:8]=[N:7][N:6]=[CH:5]1.[CH3:9][O:10][C:11](=[O:15])[CH:12](Cl)[CH3:13]. Product: [CH3:9][O:10][C:11](=[O:15])[CH:12]([N:6]1[CH:5]=[C:4]([Br:3])[CH:8]=[N:7]1)[CH3:13]. The catalyst class is: 3. (4) Reactant: C(NC(C)C)(C)C.C([Li])CCC.[CH3:13][O:14][C:15]1[CH:20]=[CH:19][C:18]([CH:21]([O:24][Si](C)(C)C)C#N)=[CH:17][CH:16]=1.[CH:29](=[O:36])[C:30]1[CH:35]=[CH:34][CH:33]=[CH:32][CH:31]=1.[Cl-].[NH4+]. Product: [OH:36][CH:29]([C:30]1[CH:35]=[CH:34][CH:33]=[CH:32][CH:31]=1)[C:21]([C:18]1[CH:19]=[CH:20][C:15]([O:14][CH3:13])=[CH:16][CH:17]=1)=[O:24]. The catalyst class is: 57. (5) Reactant: [CH3:1][C:2]1[CH:7]=[C:6]([CH3:8])[NH:5][C:4](=[O:9])[C:3]=1[CH2:10][NH:11][C:12]([C:14]1[C:15]2[CH:28]=[N:27][N:26]([CH:29]([CH3:31])[CH3:30])[C:16]=2[N:17]=[C:18]([C:20]2[CH2:21][CH2:22][NH:23][CH2:24][CH:25]=2)[CH:19]=1)=[O:13].CCN(CC)CC.[NH:39]1[CH2:42][CH:41]([C:43](O)=[O:44])[CH2:40]1.C1CN([P+](ON2N=NC3C=CC=CC2=3)(N2CCCC2)N2CCCC2)CC1.F[P-](F)(F)(F)(F)F. Product: [NH:39]1[CH2:42][CH:41]([C:43]([N:23]2[CH2:22][CH:21]=[C:20]([C:18]3[CH:19]=[C:14]([C:12]([NH:11][CH2:10][C:3]4[C:4](=[O:9])[NH:5][C:6]([CH3:8])=[CH:7][C:2]=4[CH3:1])=[O:13])[C:15]4[CH:28]=[N:27][N:26]([CH:29]([CH3:31])[CH3:30])[C:16]=4[N:17]=3)[CH2:25][CH2:24]2)=[O:44])[CH2:40]1. The catalyst class is: 58. (6) Reactant: [CH2:1]([N:3]1[C:11]2[C:6](=[CH:7][C:8]([C:12]3[NH:13][C:14]4[N:15]([N:19]=[CH:20][C:21]=4[C:22]([NH2:24])=[O:23])[C:16](=[O:18])[CH:17]=3)=[CH:9][CH:10]=2)[CH:5]=[N:4]1)[CH3:2].CO[C:27](OC)([N:29]([CH3:31])[CH3:30])[CH3:28]. Product: [CH3:30][N:29]([CH3:31])[C:27](=[N:24][C:22]([C:21]1[CH:20]=[N:19][N:15]2[C:16](=[O:18])[CH:17]=[C:12]([C:8]3[CH:7]=[C:6]4[C:11](=[CH:10][CH:9]=3)[N:3]([CH2:1][CH3:2])[N:4]=[CH:5]4)[NH:13][C:14]=12)=[O:23])[CH3:28]. The catalyst class is: 869. (7) Reactant: [CH3:1][N:2]1[CH2:7][CH2:6][N:5]([C:8]2[CH:9]=[C:10]([NH:14][C:15]3[N:20]=[C:19]([CH2:21][CH2:22][C:23]4[CH:28]=[CH:27][CH:26]=[CH:25][C:24]=4[CH2:29][C:30]([O:32]C)=[O:31])[C:18]([C:34]([F:37])([F:36])[F:35])=[CH:17][N:16]=3)[CH:11]=[CH:12][CH:13]=2)[CH2:4][CH2:3]1.O[Li].O.O.CO. Product: [CH3:1][N:2]1[CH2:7][CH2:6][N:5]([C:8]2[CH:9]=[C:10]([NH:14][C:15]3[N:20]=[C:19]([CH2:21][CH2:22][C:23]4[CH:28]=[CH:27][CH:26]=[CH:25][C:24]=4[CH2:29][C:30]([OH:32])=[O:31])[C:18]([C:34]([F:36])([F:35])[F:37])=[CH:17][N:16]=3)[CH:11]=[CH:12][CH:13]=2)[CH2:4][CH2:3]1. The catalyst class is: 1. (8) Reactant: [C:1]([C:3]1[CH:8]=[CH:7][C:6]([NH:9][CH:10]([C:14]2[CH:15]=[C:16]([CH2:24][CH3:25])[C:17]3[O:21][CH:20]=[C:19]([CH3:22])[C:18]=3[CH:23]=2)[C:11](O)=[O:12])=[CH:5][CH:4]=1)#[N:2].C(N1C=CN=C1)(N1C=CN=C1)=O.[S:38]([NH2:42])([NH2:41])(=[O:40])=[O:39].CCCCCCC=CCCC. The catalyst class is: 1. Product: [C:1]([C:3]1[CH:4]=[CH:5][C:6]([NH:9][CH:10]([C:14]2[CH:15]=[C:16]([CH2:24][CH3:25])[C:17]3[O:21][CH:20]=[C:19]([CH3:22])[C:18]=3[CH:23]=2)[C:11]([NH:41][S:38]([NH2:42])(=[O:40])=[O:39])=[O:12])=[CH:7][CH:8]=1)#[N:2]. (9) Reactant: [Cl:1][C:2]1[CH:3]=[C:4]([CH:8]=[CH:9][N:10]=1)[C:5](O)=[O:6].Cl.[OH-].[Na+]. Product: [Cl:1][C:2]1[CH:3]=[C:4]([CH2:5][OH:6])[CH:8]=[CH:9][N:10]=1. The catalyst class is: 1.